Dataset: Reaction yield outcomes from USPTO patents with 853,638 reactions. Task: Predict the reaction yield, written as a fraction of the theoretical maximum amount of product (1.0 means a 100% yield; for example, 0.34 means a 34% yield). (1) The reactants are [C:1]([C:3]1[CH:4]=[C:5]([C:10]2[S:14][C:13]([NH:15][CH2:16][C@@H:17]([NH:29]C(=O)OC(C)(C)C)[CH2:18][C:19]3[CH:24]=[CH:23][C:22]([C:25]([F:28])([F:27])[F:26])=[CH:21][CH:20]=3)=[N:12][CH:11]=2)[CH:6]=[CH:7][C:8]=1[F:9])#[N:2].C(O)(C(F)(F)F)=O. The catalyst is C(Cl)Cl. The product is [NH2:29][C@@H:17]([CH2:18][C:19]1[CH:24]=[CH:23][C:22]([C:25]([F:26])([F:28])[F:27])=[CH:21][CH:20]=1)[CH2:16][NH:15][C:13]1[S:14][C:10]([C:5]2[CH:6]=[CH:7][C:8]([F:9])=[C:3]([CH:4]=2)[C:1]#[N:2])=[CH:11][N:12]=1. The yield is 0.960. (2) The reactants are [CH2:1]([O:8][C:9]([N:11]1[CH2:15][C:14](=[N:16][O:17][CH3:18])[CH:13]([CH2:19][N:20]=[N+]=[N-])[CH2:12]1)=[O:10])[C:2]1[CH:7]=[CH:6][CH:5]=[CH:4][CH:3]=1.C1C=CC(P(C2C=CC=CC=2)C2C=CC=CC=2)=CC=1.C1COCC1.O. The catalyst is C1COCC1. The product is [CH2:1]([O:8][C:9]([N:11]1[CH2:15][C:14](=[N:16][O:17][CH3:18])[CH:13]([CH2:19][NH2:20])[CH2:12]1)=[O:10])[C:2]1[CH:7]=[CH:6][CH:5]=[CH:4][CH:3]=1. The yield is 0.810. (3) The reactants are [NH2:1][C:2]1[N:7]=[C:6]([C:8]2[CH:15]=[CH:14][C:11]([C:12]#[N:13])=[C:10](F)[CH:9]=2)[CH:5]=[C:4]([N:17]2[CH2:20][CH2:19][CH2:18]2)[N:3]=1.O.[NH2:22][NH2:23]. The catalyst is CO. The product is [NH2:1][C:2]1[N:7]=[C:6]([C:8]2[CH:9]=[C:10]3[C:11]([C:12]([NH2:13])=[N:22][NH:23]3)=[CH:14][CH:15]=2)[CH:5]=[C:4]([N:17]2[CH2:20][CH2:19][CH2:18]2)[N:3]=1. The yield is 0.430. (4) The reactants are [S:1]([O:21][CH2:22][CH3:23])([O:3][CH2:4][C:5]([O:14][CH2:15][CH2:16][CH2:17][CH2:18][CH2:19][CH3:20])([O:7][CH2:8][CH2:9][CH2:10][CH2:11][CH2:12][CH3:13])[CH3:6])=[O:2].[OH2:24]. The catalyst is CC#N.C(Cl)Cl. The product is [S:1]([O:21][CH2:22][CH3:23])([O:3][CH2:4][C:5]([O:14][CH2:15][CH2:16][CH2:17][CH2:18][CH2:19][CH3:20])([O:7][CH2:8][CH2:9][CH2:10][CH2:11][CH2:12][CH3:13])[CH3:6])(=[O:24])=[O:2]. The yield is 0.910. (5) The reactants are [Cl:1][C:2]1[CH:7]=[C:6]([OH:8])[CH:5]=[CH:4][N:3]=1.[H-].[Na+].[Br:11][C:12]1[C:13](F)=[CH:14][C:15]([F:21])=[C:16]([N+:18]([O-:20])=[O:19])[CH:17]=1. The catalyst is CN(C=O)C.O. The product is [Br:11][C:12]1[CH:17]=[C:16]([N+:18]([O-:20])=[O:19])[C:15]([F:21])=[CH:14][C:13]=1[O:8][C:6]1[CH:5]=[CH:4][N:3]=[C:2]([Cl:1])[CH:7]=1. The yield is 0.530. (6) The reactants are FC(F)(F)C(O)=O.[Cl:8][C:9]1[C:10]([F:38])=[C:11]([CH:15]2[C:19]([C:22]3[CH:27]=[CH:26][C:25]([Cl:28])=[CH:24][C:23]=3[CH3:29])([C:20]#[N:21])[CH:18]([CH2:30][C:31]([CH3:34])([CH3:33])[CH3:32])[NH:17][CH:16]2[C:35]([OH:37])=O)[CH:12]=[CH:13][CH:14]=1.CC1(C)[O:44][C@@H:43]([CH2:45][CH2:46][NH2:47])[CH2:42][O:41]1.CN(C(ON1N=NC2C=CC=NC1=2)=[N+](C)C)C.F[P-](F)(F)(F)(F)F.CCN(C(C)C)C(C)C.Cl. The catalyst is C(Cl)Cl.O1CCCC1. The product is [OH:44][C@H:43]([CH2:42][OH:41])[CH2:45][CH2:46][NH:47][C:35]([CH:16]1[CH:15]([C:11]2[CH:12]=[CH:13][CH:14]=[C:9]([Cl:8])[C:10]=2[F:38])[C:19]([C:22]2[CH:27]=[CH:26][C:25]([Cl:28])=[CH:24][C:23]=2[CH3:29])([C:20]#[N:21])[CH:18]([CH2:30][C:31]([CH3:32])([CH3:33])[CH3:34])[NH:17]1)=[O:37]. The yield is 0.760. (7) The reactants are [C:1]([C:3]1[C:4]([N:18]2[CH2:23][CH2:22][N:21]([C:24]([O:26][C:27]([CH3:30])([CH3:29])[CH3:28])=[O:25])[CH2:20][CH2:19]2)=[N:5][C:6]([CH3:17])=[C:7]([C:9]([NH:11][CH2:12][C:13](=[O:16])[CH2:14][CH3:15])=O)[CH:8]=1)#[N:2].N1C=CC=CC=1.ClC(Cl)(Cl)C(Cl)=O.C(=O)([O-])[O-].[K+].[K+]. The catalyst is CN(C1C=CN=CC=1)C.C(Cl)Cl. The product is [C:1]([C:3]1[C:4]([N:18]2[CH2:23][CH2:22][N:21]([C:24]([O:26][C:27]([CH3:29])([CH3:28])[CH3:30])=[O:25])[CH2:20][CH2:19]2)=[N:5][C:6]([CH3:17])=[C:7]([C:9]2[O:16][C:13]([CH2:14][CH3:15])=[CH:12][N:11]=2)[CH:8]=1)#[N:2]. The yield is 0.200.